This data is from Forward reaction prediction with 1.9M reactions from USPTO patents (1976-2016). The task is: Predict the product of the given reaction. (1) The product is: [C:1]([O:5][C:6]([NH:7][CH:8]([C:23]1[CH:28]=[CH:27][CH:26]=[CH:25][CH:24]=1)[C:9]1[CH:10]=[C:11]([CH:12]=[CH:13][CH:14]=1)[O:15][CH2:16][CH:17]1[CH2:18][CH2:19][N:20]([CH2:30][C:32]2[CH:33]=[CH:34][C:35]([C:36]([O:38][CH2:39][CH2:40][CH2:41][CH:42]3[O:43][CH2:44][CH2:45][O:46]3)=[O:37])=[CH:47][CH:48]=2)[CH2:21][CH2:22]1)=[O:29])([CH3:4])([CH3:2])[CH3:3]. Given the reactants [C:1]([O:5][C:6](=[O:29])[NH:7][CH:8]([C:23]1[CH:28]=[CH:27][CH:26]=[CH:25][CH:24]=1)[C:9]1[CH:14]=[CH:13][CH:12]=[C:11]([O:15][CH2:16][CH:17]2[CH2:22][CH2:21][NH:20][CH2:19][CH2:18]2)[CH:10]=1)([CH3:4])([CH3:3])[CH3:2].[CH:30]([C:32]1[CH:48]=[CH:47][C:35]([C:36]([O:38][CH2:39][CH2:40][CH2:41][CH:42]2[O:46][CH2:45][CH2:44][O:43]2)=[O:37])=[CH:34][CH:33]=1)=O.C(O[BH-](OC(=O)C)OC(=O)C)(=O)C.[Na+], predict the reaction product. (2) Given the reactants Cl[C:2]1[C:7]([N+:8]([O-:10])=[O:9])=[CH:6][CH:5]=[CH:4][N:3]=1.[CH3:11][C:12]1[CH:13]=[CH:14][CH:15]=[CH:16][C:17]=1[NH2:18].CCN(CC)CC, predict the reaction product. The product is: [N+:8]([C:7]1[C:2]([NH:18][C:17]2[CH:16]=[CH:15][CH:14]=[CH:13][C:12]=2[CH3:11])=[N:3][CH:4]=[CH:5][CH:6]=1)([O-:10])=[O:9].